The task is: Predict which catalyst facilitates the given reaction.. This data is from Catalyst prediction with 721,799 reactions and 888 catalyst types from USPTO. (1) Reactant: [F:1][C:2]1[CH:3]=[C:4]([C:13]2[CH:14]=[C:15]([CH:20]=[CH:21][N:22]=2)[C:16]([O:18][CH3:19])=[O:17])[CH:5]=[C:6]([F:12])[C:7]=1[C:8]([F:11])([F:10])[F:9].[ClH:23]. Product: [ClH:23].[F:12][C:6]1[CH:5]=[C:4]([CH:13]2[CH2:14][CH:15]([C:16]([O:18][CH3:19])=[O:17])[CH2:20][CH2:21][NH:22]2)[CH:3]=[C:2]([F:1])[C:7]=1[C:8]([F:11])([F:9])[F:10]. The catalyst class is: 603. (2) The catalyst class is: 24. Reactant: [Br:1][C:2]1[CH:3]=[CH:4][C:5]([F:18])=[C:6]([C:8]2[S:9][CH:10]=[C:11]([C:13]([O:15]CC)=[O:14])[N:12]=2)[CH:7]=1.[OH-].[Li+]. Product: [Br:1][C:2]1[CH:3]=[CH:4][C:5]([F:18])=[C:6]([C:8]2[S:9][CH:10]=[C:11]([C:13]([OH:15])=[O:14])[N:12]=2)[CH:7]=1. (3) Reactant: [OH:1][CH2:2][CH2:3][CH2:4][C:5]([C:7]1[CH:12]=[CH:11][CH:10]=[CH:9][CH:8]=1)=[O:6].[C:13]([Si:17](Cl)([CH3:19])[CH3:18])([CH3:16])([CH3:15])[CH3:14].N1C=CN=C1. Product: [Si:17]([O:1][CH2:2][CH2:3][CH2:4][C:5]([C:7]1[CH:12]=[CH:11][CH:10]=[CH:9][CH:8]=1)=[O:6])([C:13]([CH3:16])([CH3:15])[CH3:14])([CH3:19])[CH3:18]. The catalyst class is: 369. (4) Product: [Cl:6][C:7]1[CH:12]=[CH:11][C:10]([C@H:13]2[N:20]3[C:16]([S:17][C:18]([C:24]([OH:26])=[O:25])=[C:19]3[CH:21]([CH3:22])[CH3:23])=[N:15][C@:14]2([C:30]2[CH:31]=[N:32][C:33]([Cl:36])=[CH:34][CH:35]=2)[CH3:29])=[CH:9][C:8]=1[F:37]. The catalyst class is: 6. Reactant: [OH-].[Na+].C(O)C.[Cl:6][C:7]1[CH:12]=[CH:11][C:10]([C@H:13]2[N:20]3[C:16]([S:17][C:18]([C:24]([O:26]CC)=[O:25])=[C:19]3[CH:21]([CH3:23])[CH3:22])=[N:15][C@:14]2([C:30]2[CH:31]=[N:32][C:33]([Cl:36])=[CH:34][CH:35]=2)[CH3:29])=[CH:9][C:8]=1[F:37]. (5) The catalyst class is: 370. Product: [ClH:32].[ClH:32].[O:31]=[S:2]1(=[O:1])[CH2:6][CH2:5][CH2:4][N:3]1[CH2:7][C:8]1[N:13]=[CH:12][C:11]([C:14]([N:16]2[CH2:17][CH2:18][N:19]([C:22]3[C:27]([CH3:28])=[CH:26][C:25]([CH2:29][CH3:30])=[CH:24][N:23]=3)[CH2:20][CH2:21]2)=[O:15])=[CH:10][CH:9]=1. Reactant: [O:1]=[S:2]1(=[O:31])[CH2:6][CH2:5][CH2:4][N:3]1[CH2:7][C:8]1[N:13]=[CH:12][C:11]([C:14]([N:16]2[CH2:21][CH2:20][N:19]([C:22]3[C:27]([CH3:28])=[CH:26][C:25]([CH2:29][CH3:30])=[CH:24][N:23]=3)[CH2:18][CH2:17]2)=[O:15])=[CH:10][CH:9]=1.[ClH:32].C(O)C. (6) Reactant: [Br:1][C:2]1[N:7]=[C:6]([C:8]([OH:12])([CH3:11])[CH2:9][OH:10])[C:5]([F:13])=[CH:4][CH:3]=1.C(N(CC)CC)C.[CH3:21][S:22](Cl)(=[O:24])=[O:23]. Product: [Br:1][C:2]1[N:7]=[C:6]([C:8]([OH:12])([CH3:11])[CH2:9][O:10][S:22]([CH3:21])(=[O:24])=[O:23])[C:5]([F:13])=[CH:4][CH:3]=1. The catalyst class is: 4.